This data is from Catalyst prediction with 721,799 reactions and 888 catalyst types from USPTO. The task is: Predict which catalyst facilitates the given reaction. Reactant: [CH:1]([N:4](CC)C(C)C)(C)[CH3:2].BrCC#N.[N:14]([CH2:17][CH2:18][CH2:19][CH2:20][C@H:21]([NH:25][C:26]([O:28][C:29]([CH3:32])([CH3:31])[CH3:30])=[O:27])[C:22]([OH:24])=[O:23])=[N+:15]=[N-:16]. Product: [N:14]([CH2:17][CH2:18][CH2:19][CH2:20][C@H:21]([NH:25][C:26]([O:28][C:29]([CH3:32])([CH3:31])[CH3:30])=[O:27])[C:22]([O:24][CH2:2][C:1]#[N:4])=[O:23])=[N+:15]=[N-:16]. The catalyst class is: 10.